This data is from hERG potassium channel inhibition data for cardiac toxicity prediction from Karim et al.. The task is: Regression/Classification. Given a drug SMILES string, predict its toxicity properties. Task type varies by dataset: regression for continuous values (e.g., LD50, hERG inhibition percentage) or binary classification for toxic/non-toxic outcomes (e.g., AMES mutagenicity, cardiotoxicity, hepatotoxicity). Dataset: herg_karim. (1) The compound is CN1CCCC(c2nc3ccccc3n2Cc2ccccn2)C1. The result is 0 (non-blocker). (2) The compound is CCNCCc1cccc(C(F)(F)F)c1. The result is 0 (non-blocker).